From a dataset of Full USPTO retrosynthesis dataset with 1.9M reactions from patents (1976-2016). Predict the reactants needed to synthesize the given product. Given the product [CH3:8][C:9]([CH3:25])([CH3:24])[C:10]([NH:12][C:13]1[C:21]([F:22])=[CH:20][CH:19]=[C:18]([OH:23])[C:14]=1[C:15]([O:17][CH3:1])=[O:16])=[O:11], predict the reactants needed to synthesize it. The reactants are: [CH3:1][Si](C=[N+]=[N-])(C)C.[CH3:8][C:9]([CH3:25])([CH3:24])[C:10]([NH:12][C:13]1[C:21]([F:22])=[CH:20][CH:19]=[C:18]([OH:23])[C:14]=1[C:15]([OH:17])=[O:16])=[O:11].C1(C)C=CC=CC=1.